From a dataset of Full USPTO retrosynthesis dataset with 1.9M reactions from patents (1976-2016). Predict the reactants needed to synthesize the given product. (1) Given the product [CH2:37]([O:36][C:34]([N:31]([CH2:30][C:21]1[CH:22]=[C:23]([C:26]([F:29])([F:27])[F:28])[CH:24]=[CH:25][C:20]=1[C:8]1[C:9]([C:45]2[CH:50]=[CH:49][CH:48]=[CH:47][CH:46]=2)=[CH:10][CH:11]=[C:6]([CH2:5][C:4]([OH:3])=[O:44])[CH:7]=1)[CH2:32][CH3:33])=[O:35])[C:38]1[CH:39]=[CH:40][CH:41]=[CH:42][CH:43]=1, predict the reactants needed to synthesize it. The reactants are: C([O:3][C:4](=[O:44])[CH2:5][C:6]1[CH:7]=[C:8]([C:20]2[CH:25]=[CH:24][C:23]([C:26]([F:29])([F:28])[F:27])=[CH:22][C:21]=2[CH2:30][N:31]([C:34]([O:36][CH2:37][C:38]2[CH:43]=[CH:42][CH:41]=[CH:40][CH:39]=2)=[O:35])[CH2:32][CH3:33])[C:9](OS(C(F)(F)F)(=O)=O)=[CH:10][CH:11]=1)C.[C:45]1(B(O)O)[CH:50]=[CH:49][CH:48]=[CH:47][CH:46]=1.C(=O)([O-])[O-].[K+].[K+].N#N. (2) Given the product [C:1]([O:5][C:6]([N:8]1[CH2:13][CH2:12][CH:11]([C:14]([C:16]2[CH:21]=[CH:20][CH:19]=[CH:18][C:17]=2[C:22]([F:25])([CH3:24])[CH3:23])=[O:15])[CH2:10][CH2:9]1)=[O:7])([CH3:4])([CH3:2])[CH3:3], predict the reactants needed to synthesize it. The reactants are: [C:1]([O:5][C:6]([N:8]1[CH2:13][CH2:12][CH:11]([CH:14]([C:16]2[CH:21]=[CH:20][CH:19]=[CH:18][C:17]=2[C:22]([F:25])([CH3:24])[CH3:23])[OH:15])[CH2:10][CH2:9]1)=[O:7])([CH3:4])([CH3:3])[CH3:2].CC(OI1(OC(C)=O)(OC(C)=O)OC(=O)C2C=CC=CC1=2)=O.[OH-].[Na+].